Dataset: Reaction yield outcomes from USPTO patents with 853,638 reactions. Task: Predict the reaction yield, written as a fraction of the theoretical maximum amount of product (1.0 means a 100% yield; for example, 0.34 means a 34% yield). (1) The reactants are F[C:2]1[CH:10]=[CH:9][CH:8]=[C:7]([F:11])[C:3]=1[C:4]([OH:6])=[O:5].[Li][C:13]1[CH:14]=[CH:15][CH:16]=[CH:17][CH:18]=1. No catalyst specified. The product is [F:11][C:7]1[CH:8]=[CH:9][CH:10]=[C:2]([C:13]2[CH:14]=[CH:15][CH:16]=[CH:17][CH:18]=2)[C:3]=1[C:4]([OH:6])=[O:5]. The yield is 0.290. (2) The reactants are [O:1]1[CH2:5][CH2:4][N:3]=[C:2]1[C:6]1[CH:15]=[CH:14][C:9]([C:10]([O:12][CH3:13])=[O:11])=[CH:8][CH:7]=1.[Br:16]N1C(=O)CCC1=O. The catalyst is C(Cl)(Cl)(Cl)Cl.N(C(C)(C)C#N)=NC(C)(C)C#N. The product is [Br:16][C:5]1[O:1][C:2]([C:6]2[CH:7]=[CH:8][C:9]([C:10]([O:12][CH3:13])=[O:11])=[CH:14][CH:15]=2)=[N:3][CH:4]=1. The yield is 0.470. (3) The reactants are [Br:1][C:2]1[CH:3]=[C:4]([C:8]([O:10][C:11]([CH3:14])([CH3:13])[CH3:12])=[O:9])[O:5][C:6]=1Br.[Cl:15][C:16]1[CH:21]=[CH:20][C:19](B(O)O)=[CH:18][C:17]=1[O:25][CH3:26].C(=O)([O-])[O-].[K+].[K+].C1(P(C2C=CC=CC=2)C2C=CC=CC=2)C=CC=CC=1. The catalyst is COCCOC.O.C([O-])(=O)C.[Pd+2].C([O-])(=O)C. The product is [C:11]([O:10][C:8]([C:4]1[O:5][C:6]([C:19]2[CH:20]=[CH:21][C:16]([Cl:15])=[C:17]([O:25][CH3:26])[CH:18]=2)=[C:2]([Br:1])[CH:3]=1)=[O:9])([CH3:14])([CH3:13])[CH3:12]. The yield is 0.420. (4) The reactants are [C:1]1([CH2:7][C:8]2[CH:15]=[CH:14][CH:13]=[C:10]([CH:11]=[O:12])[C:9]=2[OH:16])[CH:6]=[CH:5][CH:4]=[CH:3][CH:2]=1.[OH-:17].[K+]. The catalyst is C(O)C.O.[N+]([O-])([O-])=O.[Ag+]. The product is [C:1]1([CH2:7][C:8]2[CH:15]=[CH:14][CH:13]=[C:10]([C:11]([OH:17])=[O:12])[C:9]=2[OH:16])[CH:2]=[CH:3][CH:4]=[CH:5][CH:6]=1. The yield is 0.340. (5) The reactants are ClC1C=[CH:6][CH:5]=[C:4]([C:8]([O:10]O)=O)C=1.[CH3:12][O:13][CH2:14][O:15]CCC=C. The catalyst is C(Cl)Cl. The product is [CH3:12][O:13][CH2:14][O:15][CH2:6][CH2:5][CH:4]1[CH2:8][O:10]1. The yield is 0.860. (6) The reactants are [OH:1][C:2]1[CH:7]=[CH:6][C:5]([CH2:8][C:9]([O:11][CH3:12])=[O:10])=[CH:4][CH:3]=1.C(Cl)(Cl)(Cl)Cl.CCN(C(C)C)C(C)C.[P:27]([O-:44])([O:36][CH2:37][C:38]1[CH:43]=[CH:42][CH:41]=[CH:40][CH:39]=1)[O:28][CH2:29][C:30]1[CH:35]=[CH:34][CH:33]=[CH:32][CH:31]=1. The catalyst is C(#N)C.CN(C1C=CN=CC=1)C. The product is [CH2:29]([O:28][P:27]([O:1][C:2]1[CH:3]=[CH:4][C:5]([CH2:8][C:9]([O:11][CH3:12])=[O:10])=[CH:6][CH:7]=1)([O:36][CH2:37][C:38]1[CH:43]=[CH:42][CH:41]=[CH:40][CH:39]=1)=[O:44])[C:30]1[CH:31]=[CH:32][CH:33]=[CH:34][CH:35]=1. The yield is 0.885. (7) The reactants are [Br:1][C:2]1[CH:10]=[CH:9][C:5]([C:6]([OH:8])=O)=[CH:4][CH:3]=1.[F:11][C:12]1[CH:17]=[CH:16][CH:15]=[CH:14][CH:13]=1.[Al+3].[Cl-].[Cl-].[Cl-].Cl. The catalyst is O=S(Cl)Cl. The product is [Br:1][C:2]1[CH:3]=[CH:4][C:5]([C:6]([C:15]2[CH:16]=[CH:17][C:12]([F:11])=[CH:13][CH:14]=2)=[O:8])=[CH:9][CH:10]=1. The yield is 0.850. (8) The reactants are [F:1][C:2]1[CH:29]=[C:28]([F:30])[CH:27]=[CH:26][C:3]=1[CH2:4][O:5][C:6]1[N:7]=[CH:8][N:9]([C:15]2[CH:16]=[C:17]([CH:22]=[CH:23][C:24]=2[CH3:25])[C:18]([O:20]C)=[O:19])[C:10](=[O:14])[C:11]=1[CH2:12][CH3:13].[OH-].[Na+].C(O)(=O)CC(CC(O)=O)(C(O)=O)O. The catalyst is O1CCOCC1. The product is [F:1][C:2]1[CH:29]=[C:28]([F:30])[CH:27]=[CH:26][C:3]=1[CH2:4][O:5][C:6]1[N:7]=[CH:8][N:9]([C:15]2[CH:16]=[C:17]([CH:22]=[CH:23][C:24]=2[CH3:25])[C:18]([OH:20])=[O:19])[C:10](=[O:14])[C:11]=1[CH2:12][CH3:13]. The yield is 0.950.